Dataset: Reaction yield outcomes from USPTO patents with 853,638 reactions. Task: Predict the reaction yield, written as a fraction of the theoretical maximum amount of product (1.0 means a 100% yield; for example, 0.34 means a 34% yield). (1) The reactants are [CH3:1][O:2][C:3]1[CH:8]=[C:7]([O:9][CH3:10])[N:6]=[C:5]([CH2:11][C:12](=O)[CH3:13])[N:4]=1.Cl.[CH2:16]([C:18]1[CH:23]=[CH:22][CH:21]=[CH:20][C:19]=1[NH:24]N)[CH3:17]. The catalyst is [Cl-].[Zn+2].[Cl-].C1(C)C=CC=CC=1. The product is [CH3:1][O:2][C:3]1[CH:8]=[C:7]([O:9][CH3:10])[N:6]=[C:5]([C:11]2[C:20]3[C:19](=[C:18]([CH2:16][CH3:17])[CH:23]=[CH:22][CH:21]=3)[NH:24][C:12]=2[CH3:13])[N:4]=1. The yield is 0.803. (2) The catalyst is C(Cl)Cl. The product is [O:20]=[C:11]1[C:12]2[C:17](=[CH:16][CH:15]=[CH:14][CH:13]=2)[C:18](=[O:19])[N:10]1[CH2:9][CH2:8][CH2:7][C@H:3]1[CH2:4][CH2:5][CH2:6][N:1]([C:29]([O:31][CH2:32][C:33]2[CH:38]=[CH:37][CH:36]=[CH:35][CH:34]=2)=[O:30])[CH2:2]1. The reactants are [NH:1]1[CH2:6][CH2:5][CH2:4][C@H:3]([CH2:7][CH2:8][CH2:9][N:10]2[C:18](=[O:19])[C:17]3[C:12](=[CH:13][CH:14]=[CH:15][CH:16]=3)[C:11]2=[O:20])[CH2:2]1.C(N(CC)CC)C.Cl[C:29]([O:31][CH2:32][C:33]1[CH:38]=[CH:37][CH:36]=[CH:35][CH:34]=1)=[O:30].O. The yield is 0.420. (3) The reactants are [Cl:1][C:2]1[CH:7]=[CH:6][C:5]([CH2:8]Cl)=[CH:4][N:3]=1.[NH2:10][C:11]1[CH:16]=[CH:15][CH:14]=[CH:13][N:12]=1. The catalyst is CN(C=O)C. The product is [ClH:1].[Cl:1][C:2]1[N:3]=[CH:4][C:5]([CH2:8][N:12]2[CH:13]=[CH:14][CH:15]=[CH:16][C:11]2=[NH:10])=[CH:6][CH:7]=1. The yield is 0.440. (4) The reactants are [CH3:1][C:2]1[N:7]=[C:6]([N+:8]([O-:10])=[O:9])[C:5]([O:11][CH2:12][CH2:13][O:14][C:15](=[O:17])[CH3:16])=[CH:4][CH:3]=1.[Br:18]N1C(=O)CCC1=O.CC(N=NC(C#N)(C)C)(C#N)C. The catalyst is C(Cl)(Cl)(Cl)Cl. The product is [Br:18][CH2:1][C:2]1[N:7]=[C:6]([N+:8]([O-:10])=[O:9])[C:5]([O:11][CH2:12][CH2:13][O:14][C:15](=[O:17])[CH3:16])=[CH:4][CH:3]=1. The yield is 0.370.